From a dataset of Full USPTO retrosynthesis dataset with 1.9M reactions from patents (1976-2016). Predict the reactants needed to synthesize the given product. (1) The reactants are: [CH3:1][O:2][C:3]1[CH:24]=[C:23]([O:25][CH3:26])[CH:22]=[CH:21][C:4]=1[CH2:5][N:6]1[C:12](=[O:13])[C:11]2[CH:14]=[C:15]([O:18][CH3:19])[CH:16]=[CH:17][C:10]=2[NH:9][C:8](=O)[CH2:7]1.CN(C)C1C=CC(C)=CC=1.[Cl-:37].[P+]=O. Given the product [Cl:37][C:8]1[CH2:7][N:6]([CH2:5][C:4]2[CH:21]=[CH:22][C:23]([O:25][CH3:26])=[CH:24][C:3]=2[O:2][CH3:1])[C:12](=[O:13])[C:11]2[CH:14]=[C:15]([O:18][CH3:19])[CH:16]=[CH:17][C:10]=2[N:9]=1, predict the reactants needed to synthesize it. (2) The reactants are: [CH2:1]([O:4][CH2:5][C:6]([CH2:11][O:12][CH2:13][CH:14]=[CH2:15])([CH2:9][CH3:10])[CH:7]=O)[CH:2]=[CH2:3].[Cl:16][C:17]1[CH:25]=[CH:24][C:20]([C:21]([NH2:23])=[O:22])=[CH:19][CH:18]=1.[NH:26]1[C:30]2[CH:31]=[CH:32][CH:33]=[CH:34][C:29]=2[N:28]=[N:27]1.C1(C)C=CC(S(O)(=O)=O)=CC=1. Given the product [CH2:1]([O:4][CH2:5][C:6]([CH2:11][O:12][CH2:13][CH:14]=[CH2:15])([CH2:9][CH3:10])[CH:7]([NH:23][C:21](=[O:22])[C:20]1[CH:24]=[CH:25][C:17]([Cl:16])=[CH:18][CH:19]=1)[N:26]1[C:30]2[CH:31]=[CH:32][CH:33]=[CH:34][C:29]=2[N:28]=[N:27]1)[CH:2]=[CH2:3], predict the reactants needed to synthesize it. (3) Given the product [Br:1][C:2]1[CH:7]=[CH:6][C:5]([CH2:8][CH2:9][NH:10][C:16](=[O:17])[O:18][C:19]([CH3:22])([CH3:21])[CH3:20])=[CH:4][C:3]=1[O:11][C:12]([F:14])([F:13])[F:15], predict the reactants needed to synthesize it. The reactants are: [Br:1][C:2]1[CH:7]=[CH:6][C:5]([CH2:8][CH2:9][NH2:10])=[CH:4][C:3]=1[O:11][C:12]([F:15])([F:14])[F:13].[C:16](O[C:16]([O:18][C:19]([CH3:22])([CH3:21])[CH3:20])=[O:17])([O:18][C:19]([CH3:22])([CH3:21])[CH3:20])=[O:17]. (4) Given the product [CH2:23]([O:27][CH2:28][CH2:29][O:30][C:31]1[CH:32]=[CH:33][C:34]([C:2]2[C:3]([CH3:22])=[CH:4][C:5]3[N:12]([CH2:13][CH:14]([CH3:16])[CH3:15])[CH2:11][CH2:10][CH2:9][C:8]([C:17]([O:19][CH3:20])=[O:18])=[CH:7][C:6]=3[CH:21]=2)=[CH:35][CH:36]=1)[CH2:24][CH2:25][CH3:26], predict the reactants needed to synthesize it. The reactants are: Br[C:2]1[C:3]([CH3:22])=[CH:4][C:5]2[N:12]([CH2:13][CH:14]([CH3:16])[CH3:15])[CH2:11][CH2:10][CH2:9][C:8]([C:17]([O:19][CH3:20])=[O:18])=[CH:7][C:6]=2[CH:21]=1.[CH2:23]([O:27][CH2:28][CH2:29][O:30][C:31]1[CH:36]=[CH:35][C:34](OB(O)O)=[CH:33][CH:32]=1)[CH2:24][CH2:25][CH3:26].C(=O)([O-])[O-].[K+].[K+].